From a dataset of NCI-60 drug combinations with 297,098 pairs across 59 cell lines. Regression. Given two drug SMILES strings and cell line genomic features, predict the synergy score measuring deviation from expected non-interaction effect. (1) Cell line: HS 578T. Drug 1: CC1=C2C(C(=O)C3(C(CC4C(C3C(C(C2(C)C)(CC1OC(=O)C(C(C5=CC=CC=C5)NC(=O)OC(C)(C)C)O)O)OC(=O)C6=CC=CC=C6)(CO4)OC(=O)C)OC)C)OC. Synergy scores: CSS=84.1, Synergy_ZIP=12.3, Synergy_Bliss=12.2, Synergy_Loewe=14.9, Synergy_HSA=17.3. Drug 2: CC1=C2C(C(=O)C3(C(CC4C(C3C(C(C2(C)C)(CC1OC(=O)C(C(C5=CC=CC=C5)NC(=O)C6=CC=CC=C6)O)O)OC(=O)C7=CC=CC=C7)(CO4)OC(=O)C)O)C)OC(=O)C. (2) Drug 2: CC1=C(C(=O)C2=C(C1=O)N3CC4C(C3(C2COC(=O)N)OC)N4)N. Cell line: HCT116. Drug 1: C1=CC(=CC=C1CC(C(=O)O)N)N(CCCl)CCCl.Cl. Synergy scores: CSS=54.1, Synergy_ZIP=2.49, Synergy_Bliss=3.68, Synergy_Loewe=-13.2, Synergy_HSA=7.36.